Dataset: Full USPTO retrosynthesis dataset with 1.9M reactions from patents (1976-2016). Task: Predict the reactants needed to synthesize the given product. Given the product [CH2:1]([N:8]1[CH2:9][CH:10]=[C:11]([C:14]2[CH:15]=[N:16][CH:17]=[CH:18][CH:19]=2)[CH2:12][CH2:13]1)[C:2]1[CH:3]=[CH:4][CH:5]=[CH:6][CH:7]=1, predict the reactants needed to synthesize it. The reactants are: [CH2:1]([N:8]1[CH2:13][CH2:12][C:11](O)([C:14]2[CH:15]=[N:16][CH:17]=[CH:18][CH:19]=2)[CH2:10][CH2:9]1)[C:2]1[CH:7]=[CH:6][CH:5]=[CH:4][CH:3]=1.S(OS([O-])(=O)=O)([O-])(=O)=O.[K+].[K+].